Dataset: Forward reaction prediction with 1.9M reactions from USPTO patents (1976-2016). Task: Predict the product of the given reaction. (1) Given the reactants C1(C)C=CC(S([CH:10]([N+:18]#[C-:19])[C:11]2[CH:16]=[CH:15][C:14]([F:17])=[CH:13][CH:12]=2)(=O)=O)=CC=1.[N:21]1[CH:26]=[CH:25][C:24]([CH:27]=[N:28][CH:29]2[CH2:37][CH:36]3[N:32]([CH2:33][CH2:34][CH2:35]3)[CH2:31][CH2:30]2)=[CH:23][CH:22]=1.C1CCN2C(=NCCC2)CC1, predict the reaction product. The product is: [F:17][C:14]1[CH:13]=[CH:12][C:11]([C:10]2[N:18]=[CH:19][N:28]([CH:29]3[CH2:37][CH:36]4[N:32]([CH2:33][CH2:34][CH2:35]4)[CH2:31][CH2:30]3)[C:27]=2[C:24]2[CH:23]=[CH:22][N:21]=[CH:26][CH:25]=2)=[CH:16][CH:15]=1. (2) Given the reactants [C:1]([P:5](Cl)[C:6]([CH3:9])([CH3:8])[CH3:7])([CH3:4])([CH3:3])[CH3:2].Br[C:12]1[CH:17]=[CH:16][CH:15]=[CH:14][C:13]=1[C:18]1[CH:23]=[CH:22][CH:21]=[CH:20][CH:19]=1.[Mg].S(=O)(=O)(O)O, predict the reaction product. The product is: [C:1]([P:5]([C:6]([CH3:9])([CH3:8])[CH3:7])[C:23]1[CH:22]=[CH:21][CH:20]=[CH:19][C:18]=1[C:13]1[CH:12]=[CH:17][CH:16]=[CH:15][CH:14]=1)([CH3:4])([CH3:3])[CH3:2]. (3) Given the reactants Cl.[F:2][C:3]1[CH:8]=[CH:7][CH:6]=[CH:5][C:4]=1[CH:9]([NH:13][C:14]1[CH:19]=[CH:18][CH:17]=[CH:16][CH:15]=1)[C:10]([OH:12])=[O:11].[N:20]12[CH2:27][CH2:26][CH:23]([CH2:24][CH2:25]1)[C@@H:22](O)[CH2:21]2.N1(O)C2C=CC=CC=2N=N1.C1CCC(N=C=NC2CCCCC2)CC1, predict the reaction product. The product is: [N:20]12[CH2:27][CH2:26][CH:23]([CH2:24][CH2:25]1)[C@@H:22]([O:11][C:10](=[O:12])[CH:9]([C:4]1[CH:5]=[CH:6][CH:7]=[CH:8][C:3]=1[F:2])[NH:13][C:14]1[CH:19]=[CH:18][CH:17]=[CH:16][CH:15]=1)[CH2:21]2. (4) Given the reactants [N:1]1[CH:6]=[CH:5][CH:4]=[C:3]([C:7]2[CH:12]=[CH:11][N:10]3[C:13]([C:16]4[CH:25]=[CH:24][C:23]5[C:18](=[C:19]([OH:26])[CH:20]=[CH:21][CH:22]=5)[N:17]=4)=[CH:14][N:15]=[C:9]3[CH:8]=2)[CH:2]=1.[F:27][C@H:28]1[C@@H:33](OS(C)(=O)=O)[CH2:32][CH2:31][N:30]([C:39]([O:41][C:42]([CH3:45])([CH3:44])[CH3:43])=[O:40])[CH2:29]1.C([O-])([O-])=O.[Cs+].[Cs+].CC(N(C)C)=O, predict the reaction product. The product is: [F:27][C@H:28]1[C@H:33]([O:26][C:19]2[CH:20]=[CH:21][CH:22]=[C:23]3[C:18]=2[N:17]=[C:16]([C:13]2[N:10]4[CH:11]=[CH:12][C:7]([C:3]5[CH:2]=[N:1][CH:6]=[CH:5][CH:4]=5)=[CH:8][C:9]4=[N:15][CH:14]=2)[CH:25]=[CH:24]3)[CH2:32][CH2:31][N:30]([C:39]([O:41][C:42]([CH3:45])([CH3:44])[CH3:43])=[O:40])[CH2:29]1. (5) The product is: [NH:20]1[C@H:21]([CH2:24][CH2:25][C:26]2[CH:31]=[CH:30][CH:29]=[CH:28][C:27]=2[NH:32][C:33](=[O:53])[C@@H:34]([NH:48][C:49](=[O:50])[O:51][CH3:52])[CH:35]([C:42]2[CH:47]=[CH:46][CH:45]=[CH:44][CH:43]=2)[C:36]2[CH:37]=[CH:38][CH:39]=[CH:40][CH:41]=2)[CH2:22][O:23][C@H:18]([CH2:17][CH2:16][C:11]2[CH:12]=[CH:13][CH:14]=[CH:15][C:10]=2[NH:9][C:7](=[O:8])[C@@H:6]([NH:5][C:3](=[O:4])[O:2][CH3:1])[CH:61]([C:62]2[CH:67]=[CH:66][CH:65]=[CH:64][CH:63]=2)[C:68]2[CH:69]=[CH:70][CH:71]=[CH:72][CH:73]=2)[CH2:19]1.[C:77]([OH:83])([C:79]([F:82])([F:81])[F:80])=[O:78]. Given the reactants [CH3:1][O:2][C:3]([NH:5][C@@H:6]([CH:61]([C:68]1[CH:73]=[CH:72][CH:71]=[CH:70][CH:69]=1)[C:62]1[CH:67]=[CH:66][CH:65]=[CH:64][CH:63]=1)[C:7]([NH:9][C:10]1[CH:15]=[CH:14][CH:13]=[CH:12][C:11]=1[CH2:16][CH2:17][C@H:18]1[O:23][CH2:22][C@@H:21]([CH2:24][CH2:25][C:26]2[CH:31]=[CH:30][CH:29]=[CH:28][C:27]=2[NH:32][C:33](=[O:53])[C@@H:34]([NH:48][C:49]([O:51][CH3:52])=[O:50])[CH:35]([C:42]2[CH:47]=[CH:46][CH:45]=[CH:44][CH:43]=2)[C:36]2[CH:41]=[CH:40][CH:39]=[CH:38][CH:37]=2)[N:20](C(OC(C)(C)C)=O)[CH2:19]1)=[O:8])=[O:4].C(Cl)Cl.[C:77]([OH:83])([C:79]([F:82])([F:81])[F:80])=[O:78], predict the reaction product. (6) Given the reactants C([O:5][C:6]([CH:8]1[CH2:12][CH:11]([O:13][C:14]2[CH:19]=[C:18]([C:20]3[CH:25]=[CH:24][C:23]([O:26][CH3:27])=[CH:22][CH:21]=3)[N:17]=[C:16]([O:28][CH3:29])[N:15]=2)[CH2:10][CH:9]1[C:30](=[O:42])[NH:31][C:32]1([C:37]([O:39][CH2:40][CH3:41])=[O:38])[CH2:34][CH:33]1[CH:35]=[CH2:36])=[O:7])(C)(C)C.C([SiH](CC)CC)C, predict the reaction product. The product is: [CH2:40]([O:39][C:37]([C:32]1([NH:31][C:30]([CH:9]2[CH2:10][CH:11]([O:13][C:14]3[CH:19]=[C:18]([C:20]4[CH:21]=[CH:22][C:23]([O:26][CH3:27])=[CH:24][CH:25]=4)[N:17]=[C:16]([O:28][CH3:29])[N:15]=3)[CH2:12][CH:8]2[C:6]([OH:7])=[O:5])=[O:42])[CH2:34][CH:33]1[CH:35]=[CH2:36])=[O:38])[CH3:41]. (7) Given the reactants [NH:1]1[CH:5]=[CH:4][N:3]=[CH:2]1.[H-].[Na+].[Br:8][C:9]1[CH:14]=[CH:13][C:12]([CH2:15]Br)=[C:11]([CH3:17])[CH:10]=1, predict the reaction product. The product is: [Br:8][C:9]1[CH:14]=[CH:13][C:12]([CH2:15][N:1]2[CH:5]=[CH:4][N:3]=[CH:2]2)=[C:11]([CH3:17])[CH:10]=1.